From a dataset of Forward reaction prediction with 1.9M reactions from USPTO patents (1976-2016). Predict the product of the given reaction. Given the reactants [C:1]([C:3]1[CH:4]=[C:5]([CH:10]=[C:11]([OH:13])[CH:12]=1)[C:6]([O:8][CH3:9])=[O:7])#[N:2].CC1C=CC(S(O[CH2:25][C:26]([F:29])([F:28])[F:27])(=O)=O)=CC=1.C(=O)([O-])[O-].[Cs+].[Cs+], predict the reaction product. The product is: [C:1]([C:3]1[CH:4]=[C:5]([CH:10]=[C:11]([O:13][CH2:25][C:26]([F:29])([F:28])[F:27])[CH:12]=1)[C:6]([O:8][CH3:9])=[O:7])#[N:2].